Dataset: Catalyst prediction with 721,799 reactions and 888 catalyst types from USPTO. Task: Predict which catalyst facilitates the given reaction. (1) Reactant: C(=O)([O-])[O-].[K+].[K+].[N+:7]([C:10]1[CH:15]=[CH:14][C:13]([OH:16])=[CH:12][CH:11]=1)([O-:9])=[O:8].Cl.Cl[CH2:19][CH2:20][N:21]([CH2:24][CH3:25])[CH2:22][CH3:23].C(=O)([O-])[O-].[Na+].[Na+]. Product: [CH2:20]([N:21]([CH2:24][CH3:25])[CH2:22][CH2:23][O:16][C:13]1[CH:14]=[CH:15][C:10]([N+:7]([O-:9])=[O:8])=[CH:11][CH:12]=1)[CH3:19]. The catalyst class is: 3. (2) Reactant: [OH:1][C:2]1[CH:11]=[C:10]([CH3:12])[C:9]2[C:8](=[O:13])[NH:7][C@@H:6]3[CH2:14][N:15]([C:17]([O:19][C:20]([CH3:23])([CH3:22])[CH3:21])=[O:18])[CH2:16][C@H:5]3[C:4]=2[CH:3]=1.[F:24][C:25]([F:38])([F:37])[S:26](O[S:26]([C:25]([F:38])([F:37])[F:24])(=[O:28])=[O:27])(=[O:28])=[O:27]. Product: [CH3:12][C:10]1[C:9]2[C:8](=[O:13])[NH:7][C@@H:6]3[CH2:14][N:15]([C:17]([O:19][C:20]([CH3:23])([CH3:22])[CH3:21])=[O:18])[CH2:16][C@H:5]3[C:4]=2[CH:3]=[C:2]([O:1][S:26]([C:25]([F:38])([F:37])[F:24])(=[O:28])=[O:27])[CH:11]=1. The catalyst class is: 300. (3) Reactant: I[C:2]1[CH:3]=[C:4]([CH2:13][OH:14])[CH:5]=[C:6]2[C:11]=1[N:10]=[CH:9][C:8]([CH3:12])=[CH:7]2.[CH3:15][N:16](C=O)C. Product: [OH:14][CH2:13][C:4]1[CH:5]=[C:6]2[C:11](=[C:2]([C:15]#[N:16])[CH:3]=1)[N:10]=[CH:9][C:8]([CH3:12])=[CH:7]2. The catalyst class is: 380. (4) Reactant: [Cl:1][CH2:2][CH2:3][CH2:4][CH:5]1[C:9](=O)[CH:8]=[C:7]([O:11]CC(C)C)[CH2:6]1.[CH3:16][O:17][C:18]1[CH:23]=[CH:22][C:21]([Mg]Br)=[CH:20][CH:19]=1. Product: [Cl:1][CH2:2][CH2:3][CH2:4][CH:5]1[CH2:6][C:7](=[O:11])[CH:8]=[C:9]1[C:21]1[CH:22]=[CH:23][C:18]([O:17][CH3:16])=[CH:19][CH:20]=1. The catalyst class is: 1. (5) Reactant: [N+:1]([C:4]1[C:5]([CH:10]=[O:11])=[N:6][CH:7]=[CH:8][CH:9]=1)([O-:3])=[O:2].CC1C=CC(S(O)(=O)=O)=CC=1.[CH2:23](O)[CH2:24][OH:25].O. Product: [O:11]1[CH2:23][CH2:24][O:25][CH:10]1[C:5]1[C:4]([N+:1]([O-:3])=[O:2])=[CH:9][CH:8]=[CH:7][N:6]=1. The catalyst class is: 133.